From a dataset of Reaction yield outcomes from USPTO patents with 853,638 reactions. Predict the reaction yield, written as a fraction of the theoretical maximum amount of product (1.0 means a 100% yield; for example, 0.34 means a 34% yield). (1) The reactants are Cl[C:2]1[C:7]([C:8](=[O:10])[CH3:9])=[C:6]([NH:11][C:12]2[CH:13]=[N:14][C:15]([S:18]([CH3:21])(=[O:20])=[O:19])=[CH:16][CH:17]=2)[N:5]=[CH:4][N:3]=1.Cl.[CH:23]([C:26]1[N:30]=[C:29]([CH:31]2[CH2:36][CH2:35][NH:34][CH2:33][CH2:32]2)[O:28][N:27]=1)([CH3:25])[CH3:24].C(=O)([O-])[O-].[K+].[K+].O. The catalyst is CN(C)C=O. The product is [CH:23]([C:26]1[N:30]=[C:29]([CH:31]2[CH2:36][CH2:35][N:34]([C:2]3[C:7]([C:8](=[O:10])[CH3:9])=[C:6]([NH:11][C:12]4[CH:13]=[N:14][C:15]([S:18]([CH3:21])(=[O:20])=[O:19])=[CH:16][CH:17]=4)[N:5]=[CH:4][N:3]=3)[CH2:33][CH2:32]2)[O:28][N:27]=1)([CH3:25])[CH3:24]. The yield is 0.310. (2) The reactants are Cl[C:2]1[N:7]=[C:6]([C:8]2[N:12]3[CH:13]=[CH:14][CH:15]=[CH:16][C:11]3=[N:10][C:9]=2[C:17]2[CH:18]=[C:19]([CH:31]=[CH:32][CH:33]=2)[C:20]([NH:22][C:23]2[C:28]([F:29])=[CH:27][CH:26]=[CH:25][C:24]=2[F:30])=[O:21])[CH:5]=[CH:4][N:3]=1.[N:34]1([CH:40]2[CH2:45][CH2:44][N:43]([C:46]3[CH:52]=[CH:51][C:49]([NH2:50])=[C:48]([O:53][CH2:54][CH2:55][CH3:56])[CH:47]=3)[CH2:42][CH2:41]2)[CH2:39][CH2:38][CH2:37][CH2:36][CH2:35]1.N. The catalyst is CC(O)C.Cl.CO. The product is [N:34]1([CH:40]2[CH2:45][CH2:44][N:43]([C:46]3[CH:52]=[CH:51][C:49]([NH:50][C:2]4[N:7]=[C:6]([C:8]5[N:12]6[CH:13]=[CH:14][CH:15]=[CH:16][C:11]6=[N:10][C:9]=5[C:17]5[CH:18]=[C:19]([CH:31]=[CH:32][CH:33]=5)[C:20]([NH:22][C:23]5[C:28]([F:29])=[CH:27][CH:26]=[CH:25][C:24]=5[F:30])=[O:21])[CH:5]=[CH:4][N:3]=4)=[C:48]([O:53][CH2:54][CH2:55][CH3:56])[CH:47]=3)[CH2:42][CH2:41]2)[CH2:39][CH2:38][CH2:37][CH2:36][CH2:35]1. The yield is 0.580. (3) The reactants are C[N:2]1[CH:7]=[C:6]([N+]([O-])=O)[CH:5]=[C:4]([N+:11]([O-:13])=[O:12])[C:3]1=O.[CH2:15]([O:22][CH2:23][CH:24]1[CH2:29]C(=O)C[CH2:26][O:25]1)[C:16]1[CH:21]=[CH:20][CH:19]=[CH:18][CH:17]=1.O. The catalyst is N.CO. The product is [CH2:15]([O:22][CH2:23][CH:24]1[O:25][CH2:26][C:6]2[C:7](=[N:2][CH:3]=[C:4]([N+:11]([O-:13])=[O:12])[CH:5]=2)[CH2:29]1)[C:16]1[CH:21]=[CH:20][CH:19]=[CH:18][CH:17]=1. The yield is 0.370. (4) The catalyst is C(Cl)Cl. The yield is 0.330. The reactants are [Br:1][C:2]1[C:6]([O:7][CH3:8])=[CH:5][S:4][CH:3]=1.[Cl:9][S:10](O)(=[O:12])=[O:11]. The product is [Br:1][C:2]1[C:6]([O:7][CH3:8])=[C:5]([S:10]([Cl:9])(=[O:12])=[O:11])[S:4][CH:3]=1.